Dataset: Catalyst prediction with 721,799 reactions and 888 catalyst types from USPTO. Task: Predict which catalyst facilitates the given reaction. (1) Reactant: [ClH:1].C1C=C[C:5]2N(O)N=[N:8][C:6]=2C=1.CCN(C(C)C)C(C)C.[N:21]1[CH:26]=C[C:24]([N:27]2[CH2:32]CC3(CCNCC3)C[CH2:28]2)=[CH:23][CH:22]=1. Product: [CH3:5][CH2:6][N:8]=[C:26]=[N:21][CH2:22][CH2:23][CH2:24][N:27]([CH3:28])[CH3:32].[ClH:1]. The catalyst class is: 76. (2) Reactant: [Cl:1][C:2]1[CH:3]=[C:4]([C:9]2([CH2:16][CH2:17][CH2:18][O:19][CH:20]3[CH2:25][CH2:24][O:23][CH2:22][CH2:21]3)[CH2:14][NH:13][C:12](=O)[CH2:11][CH2:10]2)[CH:5]=[CH:6][C:7]=1[Cl:8].[H-].[H-].[H-].[H-].[Li+].[Al+3]. Product: [Cl:1][C:2]1[CH:3]=[C:4]([C:9]2([CH2:16][CH2:17][CH2:18][O:19][CH:20]3[CH2:25][CH2:24][O:23][CH2:22][CH2:21]3)[CH2:10][CH2:11][CH2:12][NH:13][CH2:14]2)[CH:5]=[CH:6][C:7]=1[Cl:8]. The catalyst class is: 1. (3) Reactant: FC(F)(F)C(O)=O.[O:8]=[C:9]1[C:13](N[C@@H](C2C=CC=CC=2)C)=[CH:12][C@H:11]([C:23]2[CH:28]=[CH:27][CH:26]=[C:25]([O:29][C:30]([F:33])([F:32])[F:31])[CH:24]=2)[N:10]1[C:34]1[CH:41]=[CH:40][C:37]([C:38]#[N:39])=[CH:36][CH:35]=1.O=C1C(=O)C[C@H](C2C=CC=C(OC(F)(F)F)C=2)N1C1C=CC(C#N)=CC=1.[CH3:68][C:69]([NH2:81])([C:71]1[CH:76]=[CH:75][CH:74]=[C:73]([C:77]([F:80])([F:79])[F:78])[N:72]=1)[CH3:70]. Product: [CH3:70][C:69]([NH:81][C:13]1[C:9](=[O:8])[N:10]([C:34]2[CH:35]=[CH:36][C:37]([C:38]#[N:39])=[CH:40][CH:41]=2)[C@@H:11]([C:23]2[CH:28]=[CH:27][CH:26]=[C:25]([O:29][C:30]([F:31])([F:33])[F:32])[CH:24]=2)[CH:12]=1)([C:71]1[CH:76]=[CH:75][CH:74]=[C:73]([C:77]([F:79])([F:80])[F:78])[N:72]=1)[CH3:68]. The catalyst class is: 46. (4) Reactant: [C:1]([OH:10])(=[O:9])/[CH:2]=[CH:3]\[CH:4]=[CH:5]\[C:6]([OH:8])=[O:7].II. The catalyst class is: 27. Product: [C:1]([OH:10])(=[O:9])/[CH:2]=[CH:3]/[CH:4]=[CH:5]/[C:6]([OH:8])=[O:7].